From a dataset of Full USPTO retrosynthesis dataset with 1.9M reactions from patents (1976-2016). Predict the reactants needed to synthesize the given product. (1) Given the product [NH2:9][C:10]1[CH:11]=[CH:12][C:13]2[S:2](=[O:1])(=[O:16])[CH2:3][CH2:4][C:5]=2[C:6]=1[C:7]([OH:15])=[O:17], predict the reactants needed to synthesize it. The reactants are: [O:1]=[S:2]1(=[O:16])[C:13]2[C:5](=[C:6]3[C:10](=[CH:11][CH:12]=2)[NH:9]C(=O)[C:7]3=[O:15])[CH2:4][CH2:3]1.[OH-:17].[Na+].OO.Cl. (2) Given the product [Br-:10].[CH:13]1[C:14]2[C:26]3=[C:27]4[C:17](=[CH:16][CH:15]=2)[CH:18]=[CH:19][CH:20]=[C:21]4[CH:22]=[CH:23][C:24]3=[CH:25][C:12]=1[CH2:11][N+:3]1[C:2]([Cl:1])=[C:6]([Cl:7])[N:5]([CH2:29][C:30]2[CH:39]=[N:38][C:37]3[C:32](=[CH:33][CH:34]=[CH:35][CH:36]=3)[N:31]=2)[CH:4]=1, predict the reactants needed to synthesize it. The reactants are: [Cl:1][C:2]1[N:3]=[CH:4][NH:5][C:6]=1[Cl:7].[OH-].[K+].[Br:10][CH2:11][C:12]1[CH:25]=[C:24]2[C:26]3=[C:27]4[C:17]([CH:18]=[CH:19][CH:20]=[C:21]4[CH:22]=[CH:23]2)=[CH:16][CH:15]=[C:14]3[CH:13]=1.Br[CH2:29][C:30]1[CH:39]=[N:38][C:37]2[C:32](=[CH:33][CH:34]=[CH:35][CH:36]=2)[N:31]=1. (3) Given the product [O:12]=[C:8]1[C:9]2[C:5](=[CH:4][C:3]([CH:2]=[O:1])=[CH:11][CH:10]=2)[CH2:6][NH:7]1, predict the reactants needed to synthesize it. The reactants are: [OH:1][CH2:2][C:3]1[CH:4]=[C:5]2[C:9](=[CH:10][CH:11]=1)[C:8](=[O:12])[NH:7][CH2:6]2. (4) Given the product [CH3:17][N:18]([CH3:20])[CH:19]=[C:8]([N:3]1[CH:4]=[CH:5][CH:6]=[CH:7][C:2]1=[O:1])[C:9]([O:11][CH2:12][CH3:13])=[O:10], predict the reactants needed to synthesize it. The reactants are: [O:1]=[C:2]1[CH:7]=[CH:6][CH:5]=[CH:4][N:3]1[CH2:8][C:9]([O:11][CH2:12][CH3:13])=[O:10].C(O[CH:17](OCC)[N:18]([CH3:20])[CH3:19])C. (5) Given the product [CH:1]1([C:7]2[C:8]3[S:14][C:13]([C:15]([O:17][CH3:18])=[O:16])=[CH:12][C:28]=3[N:27]([CH3:26])[CH:29]=2)[CH2:6][CH2:5][CH2:4][CH2:3][CH2:2]1, predict the reactants needed to synthesize it. The reactants are: [CH:1]1([C:7]2[C:8]3[S:14][C:13]([C:15]([OH:17])=[O:16])=[CH:12]C=3NC=2)[CH2:6][CH2:5][CH2:4][CH2:3][CH2:2]1.[C:18]([O-])([O-])=O.[K+].[K+].CI.[CH3:26][N:27]([CH:29]=O)[CH3:28].